Dataset: Forward reaction prediction with 1.9M reactions from USPTO patents (1976-2016). Task: Predict the product of the given reaction. (1) Given the reactants Br[C:2]1[CH:7]=[CH:6][C:5]([C:8]2([NH:11][CH2:12][CH2:13][CH3:14])[CH2:10][CH2:9]2)=[CH:4][CH:3]=1.[CH3:15][Si:16]([C:19]#[CH:20])([CH3:18])[CH3:17], predict the reaction product. The product is: [CH2:12]([NH:11][C:8]1([C:5]2[CH:6]=[CH:7][C:2]([C:20]#[C:19][Si:16]([CH3:18])([CH3:17])[CH3:15])=[CH:3][CH:4]=2)[CH2:10][CH2:9]1)[CH2:13][CH3:14]. (2) Given the reactants [N:1]1([C:7]([NH:9][CH:10]([CH2:14][S:15]([CH2:18][C:19]2[CH:24]=[CH:23][CH:22]=[CH:21][CH:20]=2)(=[O:17])=[O:16])[C:11]([OH:13])=O)=[O:8])[CH2:6][CH2:5][O:4][CH2:3][CH2:2]1.[NH2:25][CH:26]1[C:29](=[O:30])[NH:28][CH:27]1[O:31][C:32](=[O:34])[CH3:33].C(Cl)CCl.C1C=CC2N(O)N=NC=2C=1.CN1CCOCC1, predict the reaction product. The product is: [N:1]1([C:7]([NH:9][CH:10]([CH2:14][S:15]([CH2:18][C:19]2[CH:20]=[CH:21][CH:22]=[CH:23][CH:24]=2)(=[O:16])=[O:17])[C:11]([NH:25][CH:26]2[C:29](=[O:30])[NH:28][CH:27]2[O:31][C:32](=[O:34])[CH3:33])=[O:13])=[O:8])[CH2:2][CH2:3][O:4][CH2:5][CH2:6]1. (3) The product is: [Cl:1][C:2]1[CH:10]=[CH:9][CH:8]=[C:7]2[C:3]=1[CH2:4][CH2:5][NH:6]2. Given the reactants [Cl:1][C:2]1[CH:10]=[CH:9][CH:8]=[C:7]2[C:3]=1[CH:4]=[CH:5][NH:6]2.C([BH3-])#N.[Na+], predict the reaction product. (4) Given the reactants [CH2:1]([NH2:8])[C:2]1[CH:7]=[CH:6][CH:5]=[CH:4][CH:3]=1.C=O.[CH3:11][CH:12]([CH3:16])[C:13](=O)C.[C:17](=[O:20])(O)[O-].[Na+].[CH2:22](O)[CH3:23], predict the reaction product. The product is: [CH2:1]([N:8]1[CH2:23][CH2:22][C:17](=[O:20])[C:12]([CH3:16])([CH3:13])[CH2:11]1)[C:2]1[CH:7]=[CH:6][CH:5]=[CH:4][CH:3]=1. (5) Given the reactants [Cl:1][C:2]1[CH:7]=[CH:6][C:5]([C:8]2[N:9]=[C:10]3[CH:15]=[CH:14][CH:13]=[CH:12][N:11]3[C:16]=2[CH2:17][C:18]2[N:22]=[C:21]([C:23]([O:25][CH2:26][CH3:27])=[O:24])[O:20][N:19]=2)=[CH:4][CH:3]=1.Cl.ClCC1N2C=C([F:40])C=CC2=NC=1C1C=CC(Cl)=CC=1, predict the reaction product. The product is: [Cl:1][C:2]1[CH:3]=[CH:4][C:5]([C:8]2[N:9]=[C:10]3[CH:15]=[CH:14][C:13]([F:40])=[CH:12][N:11]3[C:16]=2[CH2:17][C:18]2[N:22]=[C:21]([C:23]([O:25][CH2:26][CH3:27])=[O:24])[O:20][N:19]=2)=[CH:6][CH:7]=1. (6) Given the reactants C([O:3][C:4](=[O:34])[CH:5]=[C:6]([C:8]1[O:12][C:11]2[C:13]([C:17]3[CH:22]=[C:21]([CH:23]([CH3:25])[CH3:24])[CH:20]=[C:19]([CH:26]([CH3:28])[CH3:27])[C:18]=3[O:29][CH2:30][CH2:31][CH2:32][F:33])=[CH:14][CH:15]=[CH:16][C:10]=2[CH:9]=1)[CH3:7])C.C1COCC1.[Li+].[OH-], predict the reaction product. The product is: [F:33][CH2:32][CH2:31][CH2:30][O:29][C:18]1[C:19]([CH:26]([CH3:28])[CH3:27])=[CH:20][C:21]([CH:23]([CH3:25])[CH3:24])=[CH:22][C:17]=1[C:13]1[C:11]2[O:12][C:8]([C:6]([CH3:7])=[CH:5][C:4]([OH:34])=[O:3])=[CH:9][C:10]=2[CH:16]=[CH:15][CH:14]=1.